This data is from Catalyst prediction with 721,799 reactions and 888 catalyst types from USPTO. The task is: Predict which catalyst facilitates the given reaction. (1) Reactant: C1(P(C2CCCCC2)C2C=CC=CC=2C2C(OC)=CC=C(S([O-])(=O)=O)C=2OC)CCCCC1.[Na+].C([O-])([O-])=O.[Cs+].[Cs+].[CH3:41][C:42]1[CH:50]=[CH:49][C:45]([C:46]([OH:48])=[O:47])=[CH:44][C:43]=1B1OC(C)(C)C(C)(C)O1.FC(F)(F)S(O[C:66]1[CH:67]=[C:68]2[C:74]([C:75](=[O:78])[NH:76][CH3:77])=[C:73]([C:79]3[CH:84]=[CH:83][C:82]([F:85])=[CH:81][CH:80]=3)[O:72][C:69]2=[CH:70][N:71]=1)(=O)=O. Product: [F:85][C:82]1[CH:81]=[CH:80][C:79]([C:73]2[O:72][C:69]3=[CH:70][N:71]=[C:66]([C:43]4[CH:44]=[C:45]([CH:49]=[CH:50][C:42]=4[CH3:41])[C:46]([OH:48])=[O:47])[CH:67]=[C:68]3[C:74]=2[C:75](=[O:78])[NH:76][CH3:77])=[CH:84][CH:83]=1. The catalyst class is: 18. (2) Reactant: C([O:5][C:6](=[O:24])/[CH:7]=[CH:8]/[C:9]1[CH:13]=[CH:12][N:11]([S:14]([C:17]2[CH:22]=[CH:21][C:20]([I:23])=[CH:19][CH:18]=2)(=[O:16])=[O:15])[CH:10]=1)(C)(C)C. Product: [I:23][C:20]1[CH:19]=[CH:18][C:17]([S:14]([N:11]2[CH:12]=[CH:13][C:9](/[CH:8]=[CH:7]/[C:6]([OH:24])=[O:5])=[CH:10]2)(=[O:16])=[O:15])=[CH:22][CH:21]=1. The catalyst class is: 620. (3) Reactant: [CH2:1]([O:8][C:9]1[CH:13]=[C:12]([C:14](OC)=[O:15])[N:11]([CH:18]([CH3:20])[CH3:19])[N:10]=1)[C:2]1[CH:7]=[CH:6][CH:5]=[CH:4][CH:3]=1.[H-].[Al+3].[Li+].[H-].[H-].[H-].C(O)C.O. Product: [CH2:1]([O:8][C:9]1[CH:13]=[C:12]([CH2:14][OH:15])[N:11]([CH:18]([CH3:20])[CH3:19])[N:10]=1)[C:2]1[CH:3]=[CH:4][CH:5]=[CH:6][CH:7]=1. The catalyst class is: 7. (4) Reactant: [N:1]12[CH2:8][CH2:7][C:4]([C:9]([C:17]3[CH:22]=[CH:21][CH:20]=[CH:19][CH:18]=3)([C:11]3[CH:16]=[CH:15][CH:14]=[CH:13][CH:12]=3)[OH:10])([CH2:5][CH2:6]1)[CH2:3][CH2:2]2.[Br:23][CH2:24][CH2:25][CH2:26][O:27][C:28]1[CH:29]=[C:30]([C:34]2[CH:39]=[CH:38][CH:37]=[CH:36][CH:35]=2)[CH:31]=[CH:32][CH:33]=1. Product: [Br-:23].[C:30]1([C:34]2[CH:39]=[CH:38][CH:37]=[CH:36][CH:35]=2)[CH:31]=[CH:32][CH:33]=[C:28]([O:27][CH2:26][CH2:25][CH2:24][N+:1]23[CH2:6][CH2:5][C:4]([C:9]([OH:10])([C:17]4[CH:22]=[CH:21][CH:20]=[CH:19][CH:18]=4)[C:11]4[CH:12]=[CH:13][CH:14]=[CH:15][CH:16]=4)([CH2:3][CH2:2]2)[CH2:7][CH2:8]3)[CH:29]=1. The catalyst class is: 23. (5) Reactant: [Br:1][CH2:2][CH2:3][CH:4]([CH2:8][C:9]1[CH:14]=[CH:13][C:12]([C:15]([O:17][CH3:18])=[O:16])=[CH:11][CH:10]=1)[C:5](O)=[O:6].B.[Cr](Cl)([O-])(=O)=O.[NH+]1C=CC=CC=1. Product: [Br:1][CH2:2][CH2:3][CH:4]([CH:5]=[O:6])[CH2:8][C:9]1[CH:14]=[CH:13][C:12]([C:15]([O:17][CH3:18])=[O:16])=[CH:11][CH:10]=1. The catalyst class is: 76. (6) Reactant: [H-].[Na+].[OH:3][C:4]1[CH:9]=[CH:8][C:7]([NH:10][CH2:11][C@@H:12]([NH:15][C:16](=[O:35])[C@@H:17]([NH:23][C@@H:24]([C:29]2[CH:34]=[CH:33][CH:32]=[CH:31][CH:30]=2)[C:25]([F:28])([F:27])[F:26])[CH2:18][C:19]([F:22])([CH3:21])[CH3:20])[CH2:13][CH3:14])=[C:6]([O:36][CH3:37])[CH:5]=1.CN(C)C=O.Br[CH2:44][C:45]#[N:46]. Product: [OH:3][C:4]1[CH:9]=[CH:8][C:7]([NH:10][CH2:11][C@@H:12]([NH:15][C:16](=[O:35])[C@@H:17]([NH:23][C@@H:24]([C:29]2[CH:34]=[CH:33][CH:32]=[CH:31][CH:30]=2)[C:25]([F:26])([F:27])[F:28])[CH2:18][C:19]([F:22])([CH3:20])[CH3:21])[CH2:13][CH3:14])=[C:6]([O:36][CH3:37])[CH:5]=1.[C:45]([CH2:44][O:3][C:4]1[CH:9]=[CH:8][C:7]([NH:10][CH2:11][C@@H:12]([NH:15][C:16](=[O:35])[C@@H:17]([NH:23][C@@H:24]([C:29]2[CH:34]=[CH:33][CH:32]=[CH:31][CH:30]=2)[C:25]([F:26])([F:27])[F:28])[CH2:18][C:19]([F:22])([CH3:20])[CH3:21])[CH2:13][CH3:14])=[C:6]([O:36][CH3:37])[CH:5]=1)#[N:46]. The catalyst class is: 7. (7) Reactant: [Br:1][C:2]1[CH:7]=[N:6][CH:5]=[C:4]([CH3:8])[N:3]=1.[Br:9]N1C(=O)CCC1=O.C(OOC(=O)C1C=CC=CC=1)(=O)C1C=CC=CC=1. Product: [Br:1][C:2]1[CH:7]=[N:6][CH:5]=[C:4]([CH2:8][Br:9])[N:3]=1. The catalyst class is: 53. (8) Reactant: [F:1][C:2]1[C:3]([CH3:14])=[C:4]([C:8]([N+:11]([O-:13])=[O:12])=[CH:9][CH:10]=1)[C:5]([OH:7])=[O:6].[C:15]([O-])([O-])=O.[Cs+].[Cs+].IC.O. Product: [CH3:15][O:6][C:5](=[O:7])[C:4]1[C:8]([N+:11]([O-:13])=[O:12])=[CH:9][CH:10]=[C:2]([F:1])[C:3]=1[CH3:14]. The catalyst class is: 5. (9) Reactant: [Cl:1][C:2]1[CH:3]=[CH:4][CH:5]=[C:6]2[C:10]=1[NH:9][N:8]=[C:7]2[C:11]1[CH:16]=[CH:15][C:14]([O:17][CH3:18])=[C:13]([Cl:19])[CH:12]=1.[H-].[Na+].[CH2:22](Br)[CH2:23][CH3:24]. Product: [Cl:1][C:2]1[CH:3]=[CH:4][CH:5]=[C:6]2[C:10]=1[N:9]([CH2:22][CH2:23][CH3:24])[N:8]=[C:7]2[C:11]1[CH:16]=[CH:15][C:14]([O:17][CH3:18])=[C:13]([Cl:19])[CH:12]=1. The catalyst class is: 3.